From a dataset of Catalyst prediction with 721,799 reactions and 888 catalyst types from USPTO. Predict which catalyst facilitates the given reaction. (1) Reactant: [NH2-:1].[Na+].[CH3:3][C:4]1([C:17]([O:19]CC)=O)[CH2:9][CH2:8][N:7]([C:10]([O:12][C:13]([CH3:16])([CH3:15])[CH3:14])=[O:11])[CH2:6][CH2:5]1. Product: [NH2:1][C:17]([C:4]1([CH3:3])[CH2:9][CH2:8][N:7]([C:10]([O:12][C:13]([CH3:16])([CH3:15])[CH3:14])=[O:11])[CH2:6][CH2:5]1)=[O:19]. The catalyst class is: 7. (2) Reactant: [CH3:1][C:2]([O:5][C:6]([NH:8][CH2:9][C@H:10]1[CH2:14][CH2:13][N:12]([C:15]([O:17][CH2:18][C:19]2[CH:24]=[CH:23][CH:22]=[CH:21][CH:20]=2)=[O:16])[CH2:11]1)=[O:7])([CH3:4])[CH3:3].[CH3:25]I.[H-].[Na+].O. Product: [CH3:25][N:8]([CH2:9][C@H:10]1[CH2:14][CH2:13][N:12]([C:15]([O:17][CH2:18][C:19]2[CH:20]=[CH:21][CH:22]=[CH:23][CH:24]=2)=[O:16])[CH2:11]1)[C:6]([O:5][C:2]([CH3:1])([CH3:3])[CH3:4])=[O:7]. The catalyst class is: 3. (3) The catalyst class is: 3. Product: [CH3:1][CH:2]1[N:3]([C:16]([O:18][C:19]([CH3:22])([CH3:21])[CH3:20])=[O:17])[CH2:4][CH2:5][C:6]([C:30]2[CH:29]=[CH:28][CH:27]=[C:26]3[C:31]=2[CH:32]=[CH:33][C:24]([CH3:23])=[N:25]3)=[CH:7]1. Reactant: [CH3:1][CH:2]1[CH2:7][C:6](OS(C(F)(F)F)(=O)=O)=[CH:5][CH2:4][N:3]1[C:16]([O:18][C:19]([CH3:22])([CH3:21])[CH3:20])=[O:17].[CH3:23][C:24]1[CH:33]=[CH:32][C:31]2[C:26](=[CH:27][CH:28]=[CH:29][C:30]=2B2OC(C)(C)C(C)(C)O2)[N:25]=1.C([O-])(=O)C.[K+]. (4) Reactant: [CH2:1]([O:8][C:9]1[CH:10]=[CH:11][C:12]2[O:16][C:15]([CH:17]([NH:22][C:23]3[CH:28]=[CH:27][C:26]([C:29]([N:31]([CH3:39])[CH2:32][CH2:33][C:34]([O:36]CC)=[O:35])=[O:30])=[CH:25][CH:24]=3)[CH2:18][CH:19]([CH3:21])[CH3:20])=[C:14]([CH3:40])[C:13]=2[CH:41]=1)[C:2]1[CH:7]=[CH:6][CH:5]=[CH:4][CH:3]=1.[OH-].[Na+]. Product: [CH2:1]([O:8][C:9]1[CH:10]=[CH:11][C:12]2[O:16][C:15]([CH:17]([NH:22][C:23]3[CH:24]=[CH:25][C:26]([C:29]([N:31]([CH3:39])[CH2:32][CH2:33][C:34]([OH:36])=[O:35])=[O:30])=[CH:27][CH:28]=3)[CH2:18][CH:19]([CH3:21])[CH3:20])=[C:14]([CH3:40])[C:13]=2[CH:41]=1)[C:2]1[CH:3]=[CH:4][CH:5]=[CH:6][CH:7]=1. The catalyst class is: 8. (5) Reactant: CO[C:3](=[O:12])[CH2:4][C:5](=O)[CH2:6][CH2:7][CH2:8][CH2:9]Br.[C:13]1([NH:19][NH2:20])[CH:18]=[CH:17][CH:16]=[CH:15][CH:14]=1. Product: [C:13]1([N:19]2[N:20]3[CH2:9][CH2:8][CH2:7][CH2:6][C:5]3=[CH:4][C:3]2=[O:12])[CH:18]=[CH:17][CH:16]=[CH:15][CH:14]=1. The catalyst class is: 8.